This data is from Forward reaction prediction with 1.9M reactions from USPTO patents (1976-2016). The task is: Predict the product of the given reaction. (1) Given the reactants C(OC(=O)[NH:7][CH2:8][CH2:9][CH2:10][CH2:11][N:12]1[CH2:22][CH2:21][C:20]2[C:23]3[CH:13]1[CH2:14][C:15](=[O:28])[C:16]=3[C:17]([O:26][CH3:27])=[C:18]([O:24][CH3:25])[CH:19]=2)(C)(C)C.[ClH:30], predict the reaction product. The product is: [ClH:30].[ClH:30].[NH2:7][CH2:8][CH2:9][CH2:10][CH2:11][N:12]1[CH2:22][CH2:21][C:20]2[C:23]3[CH:13]1[CH2:14][C:15](=[O:28])[C:16]=3[C:17]([O:26][CH3:27])=[C:18]([O:24][CH3:25])[CH:19]=2. (2) Given the reactants ClC([O:4][C:5](Cl)(Cl)Cl)=O.[Cl:9][C:10]1[CH:15]=[C:14]([C:16]([F:19])([F:18])[F:17])[CH:13]=[C:12]([Cl:20])[C:11]=1[O:21][C:22]1[CH:26]=[C:25]([CH3:27])[NH:24][N:23]=1.[NH3:28].O, predict the reaction product. The product is: [Cl:20][C:12]1[CH:13]=[C:14]([C:16]([F:19])([F:17])[F:18])[CH:15]=[C:10]([Cl:9])[C:11]=1[O:21][C:22]1[CH:26]=[C:25]([CH3:27])[N:24]([C:5]([NH2:28])=[O:4])[N:23]=1. (3) Given the reactants Cl[C:2]1[C:11]2[C:6](=[CH:7][C:8]([O:14][CH3:15])=[C:9]([O:12][CH3:13])[CH:10]=2)[N:5]=[CH:4][CH:3]=1.[CH3:16][N:17](C)C(=O)C, predict the reaction product. The product is: [CH3:13][O:12][C:9]1[CH:10]=[C:11]2[C:6](=[CH:7][C:8]=1[O:14][CH3:15])[N:5]=[CH:4][CH:3]=[C:2]2[C:16]#[N:17].